Predict the product of the given reaction. From a dataset of Forward reaction prediction with 1.9M reactions from USPTO patents (1976-2016). (1) Given the reactants [NH2:1][C:2]1[CH:9]=[CH:8][C:7]([O:10][CH3:11])=[CH:6][C:3]=1[C:4]#[N:5].[C:12](O[K])(C)(C)C.C(OC)(=O)C(OC)=O, predict the reaction product. The product is: [CH3:11][O:10][C:7]1[CH:8]=[CH:9][C:2]([NH:1][CH3:12])=[C:3]([CH:6]=1)[C:4]#[N:5]. (2) Given the reactants [H-].[Na+].[NH:3]1[CH:7]=[C:6]([C:8]2[CH:9]=[N:10][CH:11]=[CH:12][CH:13]=2)[N:5]=[CH:4]1.[CH3:14][O:15][CH:16]([O:19]C)[CH2:17]Br, predict the reaction product. The product is: [CH3:14][O:15][CH:16]([OH:19])[CH2:17][N:3]1[CH:7]=[C:6]([C:8]2[CH:9]=[N:10][CH:11]=[CH:12][CH:13]=2)[N:5]=[CH:4]1. (3) Given the reactants [NH2:1][C:2]1[N:7]=[C:6]([NH:8][C:9]2[CH:14]=[CH:13][C:12]([O:15][C:16]3[CH:17]=[C:18]4[C:22](=[CH:23][CH:24]=3)[NH:21][N:20]=[CH:19]4)=[C:11]([F:25])[CH:10]=2)[CH:5]=[C:4](Cl)[N:3]=1, predict the reaction product. The product is: [F:25][C:11]1[CH:10]=[C:9]([NH:8][C:6]2[CH:5]=[CH:4][N:3]=[C:2]([NH2:1])[N:7]=2)[CH:14]=[CH:13][C:12]=1[O:15][C:16]1[CH:17]=[C:18]2[C:22](=[CH:23][CH:24]=1)[NH:21][N:20]=[CH:19]2. (4) Given the reactants [H-].[Na+].C(OP([CH2:11][C:12]#[N:13])(=O)OCC)C.[CH3:14][N:15]1[C:19]([NH:20][C:21]([C:34]2[CH:39]=[CH:38][CH:37]=[CH:36][CH:35]=2)([C:28]2[CH:33]=[CH:32][CH:31]=[CH:30][CH:29]=2)[C:22]2[CH:27]=[CH:26][CH:25]=[CH:24][CH:23]=2)=[C:18]([CH:40]=O)[CH:17]=[N:16]1, predict the reaction product. The product is: [CH3:14][N:15]1[C:19]([NH:20][C:21]([C:28]2[CH:33]=[CH:32][CH:31]=[CH:30][CH:29]=2)([C:34]2[CH:35]=[CH:36][CH:37]=[CH:38][CH:39]=2)[C:22]2[CH:27]=[CH:26][CH:25]=[CH:24][CH:23]=2)=[C:18]([CH:40]=[CH:11][C:12]#[N:13])[CH:17]=[N:16]1.